Task: Predict the reaction yield, written as a fraction of the theoretical maximum amount of product (1.0 means a 100% yield; for example, 0.34 means a 34% yield).. Dataset: Reaction yield outcomes from USPTO patents with 853,638 reactions (1) The reactants are [F:1][C:2]1[CH:3]=[C:4]([CH:13]=[CH:14][CH:15]=1)[O:5][C:6]1[CH:7]=[CH:8][C:9]([NH2:12])=[N:10][CH:11]=1.C(Cl)Cl.[C:19](Cl)(Cl)=[S:20].N1C=CC=CC=1. The catalyst is O. The product is [F:1][C:2]1[CH:3]=[C:4]([CH:13]=[CH:14][CH:15]=1)[O:5][C:6]1[CH:7]=[CH:8][C:9]([N:12]=[C:19]=[S:20])=[N:10][CH:11]=1. The yield is 0.750. (2) The reactants are Cl.[O:2]1[CH2:6][CH:5]([OH:7])[CH2:4][NH:3]1.C(N(CC)CC)C.[C:15](O[C:15]([O:17][C:18]([CH3:21])([CH3:20])[CH3:19])=[O:16])([O:17][C:18]([CH3:21])([CH3:20])[CH3:19])=[O:16]. The catalyst is ClCCl. The product is [C:15]([N:3]1[CH2:4][CH:5]([OH:7])[CH2:6][O:2]1)([O:17][C:18]([CH3:21])([CH3:20])[CH3:19])=[O:16]. The yield is 0.490. (3) The reactants are [N:1]1[C:6]2[CH2:7][CH2:8][S:9][C:5]=2C(O)=[N:3][C:2]=1O.CCN(C1C=CC=CC=1)CC.P(Cl)(Cl)([Cl:25])=O.C1COCC1.Cl[CH2:34][Cl:35]. The catalyst is O. The product is [Cl:25][C:2]1[N:3]=[C:34]([Cl:35])[C:5]2[S:9][CH:8]=[CH:7][C:6]=2[N:1]=1. The yield is 0.880.